This data is from Reaction yield outcomes from USPTO patents with 853,638 reactions. The task is: Predict the reaction yield, written as a fraction of the theoretical maximum amount of product (1.0 means a 100% yield; for example, 0.34 means a 34% yield). The reactants are [NH:1]1[C:5]([C:6]2[CH:7]=[C:8]([CH:16]=[C:17]([C:19]([F:22])([F:21])[F:20])[CH:18]=2)[C:9]([O:11]C(C)(C)C)=[O:10])=[CH:4][N:3]=[CH:2]1.Cl. The catalyst is C(O)(=O)C. The product is [NH:1]1[C:5]([C:6]2[CH:7]=[C:8]([CH:16]=[C:17]([C:19]([F:20])([F:21])[F:22])[CH:18]=2)[C:9]([OH:11])=[O:10])=[CH:4][N:3]=[CH:2]1. The yield is 1.00.